Dataset: Retrosynthesis with 50K atom-mapped reactions and 10 reaction types from USPTO. Task: Predict the reactants needed to synthesize the given product. (1) Given the product COCOc1nc2c(c(CBr)nn2C)c2ccccc12, predict the reactants needed to synthesize it. The reactants are: COCOc1nc2c(c(C)nn2C)c2ccccc12.O=C1CCC(=O)N1Br. (2) Given the product CC(C)c1ccc2c(c1)OC1(O)c3cccc(N)c3C(=O)C21NC(=O)c1ccc(N)o1, predict the reactants needed to synthesize it. The reactants are: CC(C)c1ccc2c(c1)OC1(O)c3cccc([N+](=O)[O-])c3C(=O)C21NC(=O)c1ccc(N)o1. (3) Given the product CON(C)C(=O)c1ccc(Br)cc1F, predict the reactants needed to synthesize it. The reactants are: CNOC.O=C(O)c1ccc(Br)cc1F. (4) Given the product Cc1cc(-c2ccc(Cl)c(Cl)c2)nc(-n2cnc(I)c2)n1, predict the reactants needed to synthesize it. The reactants are: Cc1cc(-c2ccc(Cl)c(Cl)c2)nc(Cl)n1.Ic1c[nH]cn1. (5) The reactants are: O=[N+]([O-])c1cc(NS(=O)(=O)c2ccccc2)ccc1NCC1CCCO1. Given the product Nc1cc(NS(=O)(=O)c2ccccc2)ccc1NCC1CCCO1, predict the reactants needed to synthesize it. (6) Given the product CS(=O)(=O)OCCN1CCCC1, predict the reactants needed to synthesize it. The reactants are: CS(=O)(=O)Cl.OCCN1CCCC1. (7) Given the product Cc1cc(CO)cc(Cl)n1, predict the reactants needed to synthesize it. The reactants are: Cc1cc(C(=O)O)cc(Cl)n1.